Dataset: NCI-60 drug combinations with 297,098 pairs across 59 cell lines. Task: Regression. Given two drug SMILES strings and cell line genomic features, predict the synergy score measuring deviation from expected non-interaction effect. (1) Drug 1: CC12CCC(CC1=CCC3C2CCC4(C3CC=C4C5=CN=CC=C5)C)O. Drug 2: C1=CC(=CC=C1C#N)C(C2=CC=C(C=C2)C#N)N3C=NC=N3. Cell line: MDA-MB-231. Synergy scores: CSS=8.76, Synergy_ZIP=-0.607, Synergy_Bliss=0.0603, Synergy_Loewe=0.0812, Synergy_HSA=-0.0892. (2) Drug 1: CCC1=CC2CC(C3=C(CN(C2)C1)C4=CC=CC=C4N3)(C5=C(C=C6C(=C5)C78CCN9C7C(C=CC9)(C(C(C8N6C)(C(=O)OC)O)OC(=O)C)CC)OC)C(=O)OC.C(C(C(=O)O)O)(C(=O)O)O. Drug 2: CC1C(C(CC(O1)OC2CC(CC3=C2C(=C4C(=C3O)C(=O)C5=CC=CC=C5C4=O)O)(C(=O)C)O)N)O. Cell line: A549. Synergy scores: CSS=51.9, Synergy_ZIP=-1.55, Synergy_Bliss=0.479, Synergy_Loewe=-14.8, Synergy_HSA=0.895.